Predict which catalyst facilitates the given reaction. From a dataset of Catalyst prediction with 721,799 reactions and 888 catalyst types from USPTO. (1) Reactant: Cl[C:2]1[C:7]([N+:8]([O-:10])=[O:9])=[CH:6][CH:5]=[C:4]([Cl:11])[N:3]=1.[C:12]([Cu])#[N:13]. Product: [Cl:11][C:4]1[N:3]=[C:2]([C:12]#[N:13])[C:7]([N+:8]([O-:10])=[O:9])=[CH:6][CH:5]=1. The catalyst class is: 60. (2) Reactant: [OH:1][C:2]1[CH:10]=[CH:9][C:8]([C:11]2[N:12]([C:27]([O:29][C:30]([CH3:33])([CH3:32])[CH3:31])=[O:28])[C:13]3[C:18]([CH:19]=2)=[CH:17][C:16]([CH2:20][N:21]2[CH2:26][CH2:25][CH2:24][CH2:23][CH2:22]2)=[CH:15][CH:14]=3)=[C:7]2[C:3]=1[CH2:4][NH:5][C:6]2=[O:34].C(N(CC)CC)C.[CH3:42][O:43][C:44]1[CH:49]=[C:48]([CH3:50])[CH:47]=[CH:46][C:45]=1[S:51](Cl)(=[O:53])=[O:52]. Product: [CH3:42][O:43][C:44]1[CH:49]=[C:48]([CH3:50])[CH:47]=[CH:46][C:45]=1[S:51]([O:1][C:2]1[CH:10]=[CH:9][C:8]([C:11]2[N:12]([C:27]([O:29][C:30]([CH3:31])([CH3:33])[CH3:32])=[O:28])[C:13]3[C:18]([CH:19]=2)=[CH:17][C:16]([CH2:20][N:21]2[CH2:26][CH2:25][CH2:24][CH2:23][CH2:22]2)=[CH:15][CH:14]=3)=[C:7]2[C:3]=1[CH2:4][NH:5][C:6]2=[O:34])(=[O:52])=[O:53]. The catalyst class is: 10. (3) Reactant: Cl[C:2]1[N:7]=[C:6]([NH:8][C:9]2[CH:14]=[CH:13][CH:12]=[C:11]([CH3:15])[CH:10]=2)[C:5]([C:16]([NH2:18])=[O:17])=[CH:4][N:3]=1.[NH2:19][C:20]1(OCC)[CH:25]=[CH:24][C:23](O)=[CH:22][CH2:21]1.C(N(C(C)C)CC)(C)C.CN1[C:44](=[O:45])[CH2:43]CC1. Product: [OH:45][CH2:44][CH2:43][C:23]1[CH:22]=[CH:21][C:20]([NH:19][C:2]2[N:7]=[C:6]([NH:8][C:9]3[CH:14]=[CH:13][CH:12]=[C:11]([CH3:15])[CH:10]=3)[C:5]([C:16]([NH2:18])=[O:17])=[CH:4][N:3]=2)=[CH:25][CH:24]=1. The catalyst class is: 84. (4) Reactant: [C:1]1([OH:7])[CH:6]=[CH:5][CH:4]=[CH:3][CH:2]=1.[F:8][C:9]1[CH:14]=[CH:13][C:12]([N:15]=[C:16]=[O:17])=[CH:11][CH:10]=1. Product: [F:8][C:9]1[CH:14]=[CH:13][C:12]([NH:15][C:16](=[O:17])[O:7][C:1]2[CH:6]=[CH:5][CH:4]=[CH:3][CH:2]=2)=[CH:11][CH:10]=1. The catalyst class is: 11. (5) Reactant: Cl[C:2]1[CH:7]=[C:6]([O:8][CH2:9][C:10]#[CH:11])[N:5]=[CH:4][N:3]=1.C(=O)([O-])[O-].[K+].[K+].[F:18][C:19]1[CH:20]=[C:21]([OH:25])[CH:22]=[CH:23][CH:24]=1.[Cl-].[NH4+]. Product: [F:18][C:19]1[CH:20]=[C:21]([CH:22]=[CH:23][CH:24]=1)[O:25][C:2]1[CH:7]=[C:6]([O:8][CH2:9][C:10]#[CH:11])[N:5]=[CH:4][N:3]=1. The catalyst class is: 9. (6) Reactant: [Cl:1][C:2]1[S:6][C:5]([C:7]([NH:9][CH2:10][C:11]2[N:12]=[CH:13][N:14]([C:16]3[CH:21]=[CH:20][C:19](I)=[CH:18][CH:17]=3)[CH:15]=2)=[O:8])=[CH:4][CH:3]=1.[CH3:23][O:24][C:25]1[C:26]([OH:31])=[N:27][CH:28]=[CH:29][CH:30]=1.OC1C=CC=C2C=1N=CC=C2.C([O-])([O-])=O.[K+].[K+]. Product: [Cl:1][C:2]1[S:6][C:5]([C:7]([NH:9][CH2:10][C:11]2[N:12]=[CH:13][N:14]([C:16]3[CH:21]=[CH:20][C:19]([N:27]4[CH:28]=[CH:29][CH:30]=[C:25]([O:24][CH3:23])[C:26]4=[O:31])=[CH:18][CH:17]=3)[CH:15]=2)=[O:8])=[CH:4][CH:3]=1. The catalyst class is: 156. (7) Reactant: [BH4-].[Li+].[CH3:3][O:4][C:5]1[CH:23]=[CH:22][C:8]([CH2:9][N:10]2[C:14](=[O:15])[CH2:13][CH:12]([C:16](OCC)=[O:17])[CH:11]2[CH3:21])=[CH:7][CH:6]=1. Product: [OH:17][CH2:16][CH:12]1[CH:11]([CH3:21])[N:10]([CH2:9][C:8]2[CH:7]=[CH:6][C:5]([O:4][CH3:3])=[CH:23][CH:22]=2)[C:14](=[O:15])[CH2:13]1. The catalyst class is: 1.